This data is from Full USPTO retrosynthesis dataset with 1.9M reactions from patents (1976-2016). The task is: Predict the reactants needed to synthesize the given product. (1) Given the product [F:13][C:9]1[C:10]([CH3:12])=[CH:11][C:6]([NH:5][CH:16]2[CH2:21][CH2:20][N:19]([C:22]([O:24][C:25]([CH3:28])([CH3:27])[CH3:26])=[O:23])[CH2:18][CH2:17]2)=[C:7]([OH:14])[CH:8]=1, predict the reactants needed to synthesize it. The reactants are: C([BH3-])#N.[Na+].[NH2:5][C:6]1[CH:11]=[C:10]([CH3:12])[C:9]([F:13])=[CH:8][C:7]=1[OH:14].O=[C:16]1[CH2:21][CH2:20][N:19]([C:22]([O:24][C:25]([CH3:28])([CH3:27])[CH3:26])=[O:23])[CH2:18][CH2:17]1.C(O)(=O)C. (2) Given the product [C:12]([CH:14]([CH2:36][CH2:37][CH2:38][C:39]1[CH:44]=[CH:43][CH:42]=[CH:41][CH:40]=1)[C:15]([NH:17][CH:18]([C:20]1[C:21](=[O:35])[NH:22][C:23]([CH2:26][C:27]2[CH:28]=[CH:29][C:30]([O:33][CH3:34])=[CH:31][CH:32]=2)=[N:24][N:25]=1)[CH3:19])=[O:16])(=[O:11])[CH3:13], predict the reactants needed to synthesize it. The reactants are: C(Cl)(=O)C(Cl)=O.CS(C)=O.[OH:11][CH:12]([CH:14]([CH2:36][CH2:37][CH2:38][C:39]1[CH:44]=[CH:43][CH:42]=[CH:41][CH:40]=1)[C:15]([NH:17][CH:18]([C:20]1[C:21](=[O:35])[NH:22][C:23]([CH2:26][C:27]2[CH:32]=[CH:31][C:30]([O:33][CH3:34])=[CH:29][CH:28]=2)=[N:24][N:25]=1)[CH3:19])=[O:16])[CH3:13].C(N(CC)CC)C.